Dataset: Full USPTO retrosynthesis dataset with 1.9M reactions from patents (1976-2016). Task: Predict the reactants needed to synthesize the given product. Given the product [CH3:1][O:2][C:3]1[CH:4]=[C:5]([CH:32]=[CH:33][C:34]=1[O:35][CH3:36])[CH2:6][CH:7]1[C:13]2[CH:14]=[C:15]([O:20][CH3:21])[C:16]([O:18][CH3:19])=[CH:17][C:12]=2[CH2:11][CH2:10][CH2:9][N:8]1[CH:22]([C:26]1[CH:27]=[CH:28][CH:29]=[CH:30][CH:31]=1)[C:23]([NH:37][CH2:38][C:39](=[O:40])[NH:41][CH2:42][CH3:43])=[O:25], predict the reactants needed to synthesize it. The reactants are: [CH3:1][O:2][C:3]1[CH:4]=[C:5]([CH:32]=[CH:33][C:34]=1[O:35][CH3:36])[CH2:6][CH:7]1[C:13]2[CH:14]=[C:15]([O:20][CH3:21])[C:16]([O:18][CH3:19])=[CH:17][C:12]=2[CH2:11][CH2:10][CH2:9][N:8]1[CH:22]([C:26]1[CH:31]=[CH:30][CH:29]=[CH:28][CH:27]=1)[C:23]([OH:25])=O.[NH2:37][CH2:38][C:39]([NH:41][CH2:42][CH3:43])=[O:40].